From a dataset of Full USPTO retrosynthesis dataset with 1.9M reactions from patents (1976-2016). Predict the reactants needed to synthesize the given product. (1) Given the product [CH2:17]([O:10][C:9]1[CH:8]=[CH:7][C:4]([CH:5]=[O:6])=[CH:3][C:2]=1[OH:1])[C:18]1[CH:23]=[CH:22][CH:21]=[CH:20][CH:19]=1, predict the reactants needed to synthesize it. The reactants are: [OH:1][C:2]1[CH:3]=[C:4]([CH:7]=[CH:8][C:9]=1[OH:10])[CH:5]=[O:6].C(=O)([O-])[O-].[K+].[K+].[CH2:17](Br)[C:18]1[CH:23]=[CH:22][CH:21]=[CH:20][CH:19]=1.Cl. (2) Given the product [CH3:2][C:3]1[CH:18]=[C:17]([CH3:23])[CH:16]=[CH:9][C:4]=1[NH:5][C:6]([C:7]1[CH:13]=[CH:12][NH:11][N:8]=1)=[O:14], predict the reactants needed to synthesize it. The reactants are: N1[N:5]2[C:6](=[O:14])[C:7]3[N:8]([N:11]=[CH:12][CH:13]=3)[C:9](=O)[C:4]2=[CH:3][CH:2]=1.N[C:16]1[C:17]([CH3:23])=[CH:18]C(C)=CC=1.